Dataset: Reaction yield outcomes from USPTO patents with 853,638 reactions. Task: Predict the reaction yield, written as a fraction of the theoretical maximum amount of product (1.0 means a 100% yield; for example, 0.34 means a 34% yield). (1) The reactants are [C:1]([C:3]1[CH:8]=[CH:7][CH:6]=[CH:5][C:4]=1[OH:9])#[N:2].N(CCO)(CCO)CCO.O. The catalyst is C1COCC1. The product is [OH:9][C:4]1[CH:5]=[CH:6][CH:7]=[CH:8][C:3]=1[CH2:1][NH2:2]. The yield is 0.900. (2) The reactants are [Cl:1][C:2]1[CH:7]=[CH:6][CH:5]=[C:4]([Cl:8])[C:3]=1[C:9]1[C:13]([CH2:14][O:15][C:16]2[CH:21]=[CH:20][C:19]([C:22]3[CH:23]=[C:24]4[C:29](=[CH:30][CH:31]=3)[N:28]=[C:27]([C:32]([OH:34])=[O:33])[CH:26]=[CH:25]4)=[CH:18][CH:17]=2)=[C:12]([CH:35]([CH3:37])[CH3:36])[O:11][N:10]=1.CC(C)([O-])C.[K+:43]. The catalyst is C(O)C.C(O)(C)(C)C. The product is [K+:43].[Cl:8][C:4]1[CH:5]=[CH:6][CH:7]=[C:2]([Cl:1])[C:3]=1[C:9]1[C:13]([CH2:14][O:15][C:16]2[CH:21]=[CH:20][C:19]([C:22]3[CH:23]=[C:24]4[C:29](=[CH:30][CH:31]=3)[N:28]=[C:27]([C:32]([O-:34])=[O:33])[CH:26]=[CH:25]4)=[CH:18][CH:17]=2)=[C:12]([CH:35]([CH3:37])[CH3:36])[O:11][N:10]=1. The yield is 0.840.